The task is: Predict the reaction yield, written as a fraction of the theoretical maximum amount of product (1.0 means a 100% yield; for example, 0.34 means a 34% yield).. This data is from Reaction yield outcomes from USPTO patents with 853,638 reactions. (1) The reactants are [NH2:1][C:2]1[C:11]([C:12]#N)=[CH:10][C:9]2[C:4](=[CH:5][CH:6]=[CH:7][CH:8]=2)[N:3]=1.[C:14]1([CH3:22])[CH:19]=[CH:18][C:17]([Mg]Br)=[CH:16][CH:15]=1.Cl.[OH-:24].[Na+]. The catalyst is O1CCCC1. The product is [NH2:1][C:2]1[C:11]([C:12]([C:17]2[CH:18]=[CH:19][C:14]([CH3:22])=[CH:15][CH:16]=2)=[O:24])=[CH:10][C:9]2[C:4](=[CH:5][CH:6]=[CH:7][CH:8]=2)[N:3]=1. The yield is 0.900. (2) The reactants are Br[C:2]1[CH:7]=[CH:6][C:5]([CH2:8][C:9]([O:11][CH2:12][CH3:13])=[O:10])=[CH:4][CH:3]=1.[C:14]([Cu])#[N:15]. The catalyst is [Cu]I.CN1C(=O)CCC1. The product is [C:14]([C:2]1[CH:7]=[CH:6][C:5]([CH2:8][C:9]([O:11][CH2:12][CH3:13])=[O:10])=[CH:4][CH:3]=1)#[N:15]. The yield is 0.665. (3) The reactants are [Br:1][C:2]1[N:7]=[CH:6][C:5]([OH:8])=[CH:4][CH:3]=1.F[C:10]1[CH:17]=[CH:16][C:13]([C:14]#[N:15])=[CH:12][CH:11]=1.C([O-])([O-])=O.[K+].[K+]. The catalyst is CN(C=O)C. The product is [Br:1][C:2]1[N:7]=[CH:6][C:5]([O:8][C:10]2[CH:17]=[CH:16][C:13]([C:14]#[N:15])=[CH:12][CH:11]=2)=[CH:4][CH:3]=1. The yield is 0.630. (4) The reactants are FC(F)(F)C(O)=O.[Cl:8][C:9]1[CH:10]=[C:11]([CH:15]2[NH:19][CH:18]([C:20]([OH:22])=O)[CH:17]([CH2:23][C:24]([CH3:27])([CH3:26])[CH3:25])[C:16]2([C:30]2[CH:35]=[CH:34][C:33]([Cl:36])=[CH:32][CH:31]=2)[C:28]#[N:29])[CH:12]=[CH:13][CH:14]=1.[NH2:37][CH2:38][CH2:39][CH2:40][OH:41].CN(C(ON1N=NC2C=CC=NC1=2)=[N+](C)C)C.F[P-](F)(F)(F)(F)F.CCN(C(C)C)C(C)C. The catalyst is C(Cl)Cl. The product is [OH:41][CH2:40][CH2:39][CH2:38][NH:37][C:20]([CH:18]1[CH:17]([CH2:23][C:24]([CH3:26])([CH3:25])[CH3:27])[C:16]([C:30]2[CH:31]=[CH:32][C:33]([Cl:36])=[CH:34][CH:35]=2)([C:28]#[N:29])[CH:15]([C:11]2[CH:12]=[CH:13][CH:14]=[C:9]([Cl:8])[CH:10]=2)[NH:19]1)=[O:22]. The yield is 0.220. (5) The reactants are [NH2:1][C:2]1[CH:9]=[CH:8][CH:7]=[CH:6][C:3]=1[CH:4]=O.C(#N)[CH:11]([CH2:13][C:14]#[N:15])O.[NH:17]1CCCCC1. The catalyst is C(O)C. The product is [NH2:15][C:14]1[C:13]([C:11]#[N:17])=[CH:4][C:3]2[C:2](=[CH:9][CH:8]=[CH:7][CH:6]=2)[N:1]=1. The yield is 0.570.